This data is from Catalyst prediction with 721,799 reactions and 888 catalyst types from USPTO. The task is: Predict which catalyst facilitates the given reaction. (1) Reactant: [F:1][C:2]([F:30])([F:29])[C:3]([NH:5][CH2:6][C:7]#[C:8][C:9]1[C:17]2[C:12](=[CH:13][CH:14]=[C:15]([N+:18]([O-])=O)[CH:16]=2)[N:11]([CH:21]2[CH2:25][CH:24]([OH:26])[CH:23]([CH2:27][OH:28])[O:22]2)[CH:10]=1)=[O:4].[H][H].C1(C)C=CC=CC=1.C(OC(=O)C)C.CO. Product: [NH2:18][C:15]1[CH:16]=[C:17]2[C:12](=[CH:13][CH:14]=1)[N:11]([CH:21]1[CH2:25][CH:24]([OH:26])[CH:23]([CH2:27][OH:28])[O:22]1)[CH:10]=[C:9]2[CH2:8][CH2:7][CH2:6][NH:5][C:3](=[O:4])[C:2]([F:30])([F:29])[F:1]. The catalyst class is: 63. (2) Reactant: Cl.[CH3:2][O:3][C:4]1[C:24]([O:25][CH3:26])=[CH:23][C:7]([CH2:8][CH:9]2[C:18]3[C:13](=[CH:14][C:15]([O:21][CH3:22])=[C:16]([O:19][CH3:20])[CH:17]=3)[CH2:12][CH2:11]N2)=[CH:6][CH:5]=1.[CH2:27](N(CC)CC)C.[CH3:34][O:35][C:36](=[O:45])[CH:37](Br)[C:38]1[CH:43]=[CH:42][CH:41]=[CH:40][CH:39]=1.CCOC(C)=O.CCCCCC. Product: [CH3:34][O:35][C:36](=[O:45])[CH2:37][C:38]1([CH:27]2[CH2:11][CH2:12][C:13]3[C:18](=[CH:17][C:16]([O:19][CH3:20])=[C:15]([O:21][CH3:22])[CH:14]=3)[CH:9]2[CH2:8][C:7]2[CH:6]=[CH:5][C:4]([O:3][CH3:2])=[C:24]([O:25][CH3:26])[CH:23]=2)[CH:43]=[CH:42][CH:41]=[CH:40][CH2:39]1. The catalyst class is: 308. (3) Reactant: [Si]([O:18][CH2:19][CH:20]([N:22]([CH3:61])[C:23]([C:25]1[CH:33]=[C:32]2[C:28]([CH:29]=[C:30]([C:42]3[C:50]4[CH2:49][CH2:48][C:47]([CH3:52])([CH3:51])[CH2:46][C:45]=4[N:44](COCC[Si](C)(C)C)[N:43]=3)[N:31]2COCC[Si](C)(C)C)=[CH:27][CH:26]=1)=[O:24])[CH3:21])(C(C)(C)C)(C1C=CC=CC=1)C1C=CC=CC=1.[F-].C([N+](CCCC)(CCCC)CCCC)CCC. Product: [OH:18][CH2:19][CH:20]([N:22]([CH3:61])[C:23]([C:25]1[CH:33]=[C:32]2[C:28]([CH:29]=[C:30]([C:42]3[C:50]4[CH2:49][CH2:48][C:47]([CH3:52])([CH3:51])[CH2:46][C:45]=4[NH:44][N:43]=3)[NH:31]2)=[CH:27][CH:26]=1)=[O:24])[CH3:21]. The catalyst class is: 9.